From a dataset of NCI-60 drug combinations with 297,098 pairs across 59 cell lines. Regression. Given two drug SMILES strings and cell line genomic features, predict the synergy score measuring deviation from expected non-interaction effect. (1) Drug 2: COC1=C2C(=CC3=C1OC=C3)C=CC(=O)O2. Synergy scores: CSS=17.1, Synergy_ZIP=-3.45, Synergy_Bliss=-7.63, Synergy_Loewe=-42.1, Synergy_HSA=-10.3. Drug 1: CN(CC1=CN=C2C(=N1)C(=NC(=N2)N)N)C3=CC=C(C=C3)C(=O)NC(CCC(=O)O)C(=O)O. Cell line: SF-539. (2) Drug 1: CNC(=O)C1=CC=CC=C1SC2=CC3=C(C=C2)C(=NN3)C=CC4=CC=CC=N4. Drug 2: C1C(C(OC1N2C=NC3=C2NC=NCC3O)CO)O. Cell line: MOLT-4. Synergy scores: CSS=20.2, Synergy_ZIP=3.05, Synergy_Bliss=5.60, Synergy_Loewe=-3.14, Synergy_HSA=6.54. (3) Drug 1: CS(=O)(=O)CCNCC1=CC=C(O1)C2=CC3=C(C=C2)N=CN=C3NC4=CC(=C(C=C4)OCC5=CC(=CC=C5)F)Cl. Drug 2: CCC1(CC2CC(C3=C(CCN(C2)C1)C4=CC=CC=C4N3)(C5=C(C=C6C(=C5)C78CCN9C7C(C=CC9)(C(C(C8N6C)(C(=O)OC)O)OC(=O)C)CC)OC)C(=O)OC)O.OS(=O)(=O)O. Cell line: SNB-19. Synergy scores: CSS=11.4, Synergy_ZIP=-1.03, Synergy_Bliss=3.95, Synergy_Loewe=3.64, Synergy_HSA=3.64. (4) Synergy scores: CSS=18.0, Synergy_ZIP=-8.15, Synergy_Bliss=-0.552, Synergy_Loewe=1.64, Synergy_HSA=3.44. Cell line: MALME-3M. Drug 1: CC1CCC2CC(C(=CC=CC=CC(CC(C(=O)C(C(C(=CC(C(=O)CC(OC(=O)C3CCCCN3C(=O)C(=O)C1(O2)O)C(C)CC4CCC(C(C4)OC)O)C)C)O)OC)C)C)C)OC. Drug 2: C1=CC=C(C=C1)NC(=O)CCCCCCC(=O)NO. (5) Drug 1: CN1C(=O)N2C=NC(=C2N=N1)C(=O)N. Drug 2: C1CNP(=O)(OC1)N(CCCl)CCCl. Cell line: SK-OV-3. Synergy scores: CSS=-0.804, Synergy_ZIP=0.836, Synergy_Bliss=1.52, Synergy_Loewe=-0.102, Synergy_HSA=-0.694. (6) Synergy scores: CSS=33.2, Synergy_ZIP=-9.09, Synergy_Bliss=2.07, Synergy_Loewe=1.68, Synergy_HSA=3.66. Drug 1: CS(=O)(=O)C1=CC(=C(C=C1)C(=O)NC2=CC(=C(C=C2)Cl)C3=CC=CC=N3)Cl. Cell line: SF-295. Drug 2: CC(CN1CC(=O)NC(=O)C1)N2CC(=O)NC(=O)C2. (7) Drug 1: C1=CC=C(C=C1)NC(=O)CCCCCCC(=O)NO. Drug 2: CC(C)CN1C=NC2=C1C3=CC=CC=C3N=C2N. Cell line: UO-31. Synergy scores: CSS=-0.952, Synergy_ZIP=1.73, Synergy_Bliss=2.02, Synergy_Loewe=-1.06, Synergy_HSA=-1.36.